Dataset: Catalyst prediction with 721,799 reactions and 888 catalyst types from USPTO. Task: Predict which catalyst facilitates the given reaction. (1) Reactant: [F:1][C:2]1[CH:3]=[CH:4][C:5]2[N:6]([C:13]3[CH:18]=[CH:17][CH:16]=[CH:15][CH:14]=3)[C:7](=[O:12])[NH:8][CH2:9][C:10]=2[N:11]=1.[H-].[Na+].[CH2:21](Br)[C:22]1[CH:27]=[CH:26][CH:25]=[CH:24][CH:23]=1.O. The catalyst class is: 3. Product: [CH2:21]([N:8]1[CH2:9][C:10]2[N:11]=[C:2]([F:1])[CH:3]=[CH:4][C:5]=2[N:6]([C:13]2[CH:18]=[CH:17][CH:16]=[CH:15][CH:14]=2)[C:7]1=[O:12])[C:22]1[CH:27]=[CH:26][CH:25]=[CH:24][CH:23]=1. (2) Reactant: CC1(C)C(C)(C)OB([C:9]2[CH:10]=[C:11]([C:30]3[N:34]([C:35]4[CH:40]=[CH:39][CH:38]=[CH:37][CH:36]=4)[C:33]4[CH:41]=[CH:42][CH:43]=[CH:44][C:32]=4[N:31]=3)[CH:12]=[C:13]([C:15]3[N:19]([C:20]4[CH:25]=[CH:24][CH:23]=[CH:22][CH:21]=4)[C:18]4[CH:26]=[CH:27][CH:28]=[CH:29][C:17]=4[N:16]=3)[CH:14]=2)O1.[Br:46][C:47]1[CH:48]=[C:49](I)[CH:50]=[CH:51][CH:52]=1.C(=O)([O-])[O-].[K+].[K+]. Product: [Br:46][C:47]1[CH:48]=[C:49]([C:9]2[CH:10]=[C:11]([C:30]3[N:34]([C:35]4[CH:40]=[CH:39][CH:38]=[CH:37][CH:36]=4)[C:33]4[CH:41]=[CH:42][CH:43]=[CH:44][C:32]=4[N:31]=3)[CH:12]=[C:13]([C:15]3[N:19]([C:20]4[CH:25]=[CH:24][CH:23]=[CH:22][CH:21]=4)[C:18]4[CH:26]=[CH:27][CH:28]=[CH:29][C:17]=4[N:16]=3)[CH:14]=2)[CH:50]=[CH:51][CH:52]=1. The catalyst class is: 70.